From a dataset of Forward reaction prediction with 1.9M reactions from USPTO patents (1976-2016). Predict the product of the given reaction. (1) Given the reactants [CH2:1]([C:3]1[O:7][C:6]([C:8]2[CH:13]=[CH:12][CH:11]=[CH:10][CH:9]=2)=[N:5][C:4]=1[C:14]([OH:16])=O)[CH3:2].[N:17]1([C:23]2[N:28]=[CH:27][C:26]([NH2:29])=[CH:25][CH:24]=2)[CH2:22][CH2:21][O:20][CH2:19][CH2:18]1, predict the reaction product. The product is: [N:17]1([C:23]2[N:28]=[CH:27][C:26]([NH:29][C:14]([C:4]3[N:5]=[C:6]([C:8]4[CH:9]=[CH:10][CH:11]=[CH:12][CH:13]=4)[O:7][C:3]=3[CH2:1][CH3:2])=[O:16])=[CH:25][CH:24]=2)[CH2:22][CH2:21][O:20][CH2:19][CH2:18]1. (2) Given the reactants [CH2:1]([N:8]1[CH2:13][CH2:12][C:11]([CH2:20][NH2:21])([C:14]2[CH:19]=[CH:18][CH:17]=[CH:16][CH:15]=2)[CH2:10][CH2:9]1)[C:2]1[CH:7]=[CH:6][CH:5]=[CH:4][CH:3]=1.[CH3:22][N:23]([CH2:27][CH2:28]Cl)[CH2:24][CH2:25]Cl.Cl.CCN(C(C)C)C(C)C, predict the reaction product. The product is: [CH2:1]([N:8]1[CH2:9][CH2:10][C:11]([CH2:20][N:21]2[CH2:28][CH2:27][N:23]([CH3:22])[CH2:24][CH2:25]2)([C:14]2[CH:19]=[CH:18][CH:17]=[CH:16][CH:15]=2)[CH2:12][CH2:13]1)[C:2]1[CH:3]=[CH:4][CH:5]=[CH:6][CH:7]=1. (3) Given the reactants [Cl:1][C:2]1[CH:7]=[CH:6][C:5]([S:8]([C:17]2[CH:22]=[CH:21][C:20]([Cl:23])=[CH:19][CH:18]=2)([CH3:16])[CH2:9][C:10](N(OC)C)=[O:11])=[CH:4][CH:3]=1.[CH2:24]([Mg]Br)[CH3:25], predict the reaction product. The product is: [Cl:23][C:20]1[CH:19]=[CH:18][C:17]([S:8]([C:5]2[CH:6]=[CH:7][C:2]([Cl:1])=[CH:3][CH:4]=2)([CH3:16])[CH2:9][C:10](=[O:11])[CH2:24][CH3:25])=[CH:22][CH:21]=1. (4) Given the reactants [Cl:1][C:2]1[CH:3]=[C:4]([C:8]2[O:12][N:11]=[C:10]([C@H:13]([O:15][C:16]3[N:20]([CH3:21])[C:19]([C:22]4[CH:27]=[CH:26][C:25](I)=[CH:24][CH:23]=4)=[N:18][N:17]=3)[CH3:14])[N:9]=2)[CH:5]=[CH:6][CH:7]=1.CN(C)[CH:31]=[O:32].C(N(CC)CC)C.[CH3:41][OH:42], predict the reaction product. The product is: [Cl:1][C:2]1[CH:3]=[C:4]([C:8]2[O:12][N:11]=[C:10]([C@H:13]([O:15][C:16]3[N:20]([CH3:21])[C:19]([C:22]4[CH:27]=[CH:26][C:25]([C:41]([O:32][CH3:31])=[O:42])=[CH:24][CH:23]=4)=[N:18][N:17]=3)[CH3:14])[N:9]=2)[CH:5]=[CH:6][CH:7]=1. (5) Given the reactants [CH2:1]([O:4][C:5]1[C:6]([CH2:20][CH3:21])=[C:7]([CH2:15][C:16](OC)=[O:17])[CH:8]=[C:9]([O:11][CH2:12][CH:13]=[CH2:14])[CH:10]=1)[CH:2]=[CH2:3].[H-].C([Al+]CC(C)C)C(C)C.C1(C)C=CC=CC=1.C(C(C(C([O-])=O)O)O)([O-])=O.[Na+].[K+], predict the reaction product. The product is: [CH2:1]([O:4][C:5]1[C:6]([CH2:20][CH3:21])=[C:7]([CH2:15][CH2:16][OH:17])[CH:8]=[C:9]([O:11][CH2:12][CH:13]=[CH2:14])[CH:10]=1)[CH:2]=[CH2:3]. (6) The product is: [F:26][C:23]1[CH:24]=[CH:25][C:12]2[N:11]=[C:10]([C@@H:8]([NH:7][C:31]3[N:39]=[CH:38][N:37]=[C:36]4[C:32]=3[N:33]=[CH:34][NH:35]4)[CH3:9])[N:14]([C:15]3[CH:16]=[N:17][CH:18]=[C:19]([F:21])[CH:20]=3)[C:13]=2[C:22]=1[C:27]#[N:28]. Given the reactants C(OC(=O)[NH:7][C@H:8]([C:10]1[N:14]([C:15]2[CH:16]=[N:17][CH:18]=[C:19]([F:21])[CH:20]=2)[C:13]2[C:22]([C:27]#[N:28])=[C:23]([F:26])[CH:24]=[CH:25][C:12]=2[N:11]=1)[CH3:9])(C)(C)C.Cl[C:31]1[N:39]=[CH:38][N:37]=[C:36]2[C:32]=1[N:33]=[CH:34][N:35]2C1CCCCO1.CCN(C(C)C)C(C)C, predict the reaction product. (7) Given the reactants Cl[C:2]1[CH:7]=[CH:6][CH:5]=[C:4]([N:8]2[C:12]([CH3:13])=[CH:11][CH:10]=[C:9]2[CH3:14])[N:3]=1.C([Sn](CCCC)(CCCC)[C:20]1[CH:25]=[CH:24][CH:23]=[CH:22][CH:21]=1)CCC, predict the reaction product. The product is: [CH3:14][C:9]1[N:8]([C:4]2[CH:5]=[CH:6][CH:7]=[C:2]([C:20]3[CH:25]=[CH:24][CH:23]=[CH:22][CH:21]=3)[N:3]=2)[C:12]([CH3:13])=[CH:11][CH:10]=1. (8) The product is: [Cl:22][C:8]1[N:7]=[N:6][C:5]([C:3]([NH2:25])=[O:2])=[C:10]([NH:11][C:12]2[CH:17]=[CH:16][C:15]([O:18][CH3:19])=[C:14]([O:20][CH3:21])[N:13]=2)[CH:9]=1. Given the reactants C[O:2][C:3]([C:5]1[N:6]=[N:7][C:8]([Cl:22])=[CH:9][C:10]=1[NH:11][C:12]1[CH:17]=[CH:16][C:15]([O:18][CH3:19])=[C:14]([O:20][CH3:21])[N:13]=1)=O.CO.[NH3:25], predict the reaction product. (9) Given the reactants [Cl:1][C:2]1[N:7]=[CH:6][C:5]2[CH:8]=[CH:9][NH:10][C:4]=2[CH:3]=1.[CH2:11]([O:13][C:14](=[O:20])[C:15]([CH3:19])([CH3:18])[CH2:16]Br)[CH3:12].C([O-])([O-])=O.[Cs+].[Cs+], predict the reaction product. The product is: [CH2:11]([O:13][C:14](=[O:20])[C:15]([CH3:19])([CH3:18])[CH2:16][N:10]1[C:4]2[CH:3]=[C:2]([Cl:1])[N:7]=[CH:6][C:5]=2[CH:8]=[CH:9]1)[CH3:12].